From a dataset of Reaction yield outcomes from USPTO patents with 853,638 reactions. Predict the reaction yield, written as a fraction of the theoretical maximum amount of product (1.0 means a 100% yield; for example, 0.34 means a 34% yield). (1) The reactants are [CH2:1]([O:3][C:4]([C:6]1[C:11]([NH2:12])=[CH:10][CH:9]=[C:8]([CH:13]2[CH2:15][CH2:14]2)[N:7]=1)=[O:5])[CH3:2].Br[C:17]1[CH:18]=[N:19][CH:20]=[N:21][CH:22]=1.O.C(=O)([O-])[O-].[K+].[K+]. The catalyst is CC1C=CC=CC=1C.ClCCl.C([O-])(=O)C.[Pd+2].C([O-])(=O)C.C1(P(C2C=CC=CC=2)C2C3OC4C(=CC=CC=4P(C4C=CC=CC=4)C4C=CC=CC=4)C(C)(C)C=3C=CC=2)C=CC=CC=1. The product is [CH2:1]([O:3][C:4]([C:6]1[C:11]([NH:12][C:17]2[CH:18]=[N:19][CH:20]=[N:21][CH:22]=2)=[CH:10][CH:9]=[C:8]([CH:13]2[CH2:14][CH2:15]2)[N:7]=1)=[O:5])[CH3:2]. The yield is 0.757. (2) The yield is 0.711. The catalyst is ClCCl. The reactants are O[CH:2]1[CH2:7][CH2:6][CH:5]([CH2:8][C:9]([O:11][CH2:12][CH3:13])=[O:10])[CH2:4][CH2:3]1.[I:14]I.N1C=CN=C1.C1(P(C2C=CC=CC=2)C2C=CC=CC=2)C=CC=CC=1. The product is [CH2:12]([O:11][C:9](=[O:10])[CH2:8][CH:5]1[CH2:6][CH2:7][CH:2]([I:14])[CH2:3][CH2:4]1)[CH3:13]. (3) The reactants are [C:1]([O:5][C:6]([N:8]1[CH2:13][CH2:12][CH:11]([CH2:14][CH2:15][C:16]([N:18]2[CH2:23][CH2:22][CH2:21][C@@H:20]([C:24](O)=[O:25])[CH2:19]2)=[O:17])[CH2:10][CH2:9]1)=[O:7])([CH3:4])([CH3:3])[CH3:2].CN(C(ON1N=NC2C=CC=NC1=2)=[N+](C)C)C.F[P-](F)(F)(F)(F)F.[CH3:51][O:52][C:53](=[O:64])[CH2:54][CH:55]([NH2:63])[C:56]1[CH:57]=[N:58][CH:59]=[C:60]([Br:62])[CH:61]=1.C(N(C(C)C)C(C)C)C. The catalyst is CN(C)C=O.O. The product is [Br:62][C:60]1[CH:61]=[C:56]([CH:55]([NH:63][C:24]([C@@H:20]2[CH2:21][CH2:22][CH2:23][N:18]([C:16](=[O:17])[CH2:15][CH2:14][CH:11]3[CH2:12][CH2:13][N:8]([C:6]([O:5][C:1]([CH3:3])([CH3:2])[CH3:4])=[O:7])[CH2:9][CH2:10]3)[CH2:19]2)=[O:25])[CH2:54][C:53]([O:52][CH3:51])=[O:64])[CH:57]=[N:58][CH:59]=1. The yield is 1.04. (4) The reactants are [Cl:1][C:2]1[N:7]=[C:6](Cl)[C:5]([F:9])=[CH:4][N:3]=1.N#N.[CH2:12]1[CH2:22][O:21][C:20]2[CH:19]=[CH:18][C:16]([NH2:17])=[CH:15][C:14]=2[O:13]1.Cl. The catalyst is O.CO. The product is [Cl:1][C:2]1[N:7]=[C:6]([NH:17][C:16]2[CH:18]=[CH:19][C:20]3[O:21][CH2:22][CH2:12][O:13][C:14]=3[CH:15]=2)[C:5]([F:9])=[CH:4][N:3]=1. The yield is 0.780. (5) The reactants are [Cl:1][C:2]1[CH:11]=[C:10]([C:12]([NH:14][CH2:15][C:16]2[CH:24]=[CH:23][CH:22]=[C:21]3[C:17]=2[CH:18]=[N:19][N:20]3[CH:25]2[CH2:30][CH2:29][CH2:28][CH2:27][O:26]2)=[O:13])[CH:9]=[CH:8][C:3]=1[C:4]([O:6]C)=[O:5].[OH-].[Na+]. The catalyst is CO. The product is [Cl:1][C:2]1[CH:11]=[C:10]([C:12]([NH:14][CH2:15][C:16]2[CH:24]=[CH:23][CH:22]=[C:21]3[C:17]=2[CH:18]=[N:19][N:20]3[CH:25]2[CH2:30][CH2:29][CH2:28][CH2:27][O:26]2)=[O:13])[CH:9]=[CH:8][C:3]=1[C:4]([OH:6])=[O:5]. The yield is 0.910.